From a dataset of Peptide-MHC class I binding affinity with 185,985 pairs from IEDB/IMGT. Regression. Given a peptide amino acid sequence and an MHC pseudo amino acid sequence, predict their binding affinity value. This is MHC class I binding data. (1) The peptide sequence is ALPHIIDEV. The MHC is HLA-A02:03 with pseudo-sequence HLA-A02:03. The binding affinity (normalized) is 1.00. (2) The peptide sequence is RTMGWTEYQ. The MHC is HLA-B18:01 with pseudo-sequence HLA-B18:01. The binding affinity (normalized) is 0.0847. (3) The MHC is HLA-B58:01 with pseudo-sequence HLA-B58:01. The binding affinity (normalized) is 0.213. The peptide sequence is YTKIVTNIL. (4) The peptide sequence is STLTSYLL. The MHC is H-2-Kb with pseudo-sequence H-2-Kb. The binding affinity (normalized) is 0.224. (5) The MHC is HLA-B27:05 with pseudo-sequence HLA-B27:05. The binding affinity (normalized) is 0.0847. The peptide sequence is REMGIVDLL. (6) The peptide sequence is AQSKSSLLHA. The MHC is HLA-A02:01 with pseudo-sequence HLA-A02:01. The binding affinity (normalized) is 0.0387.